Dataset: TCR-epitope binding with 47,182 pairs between 192 epitopes and 23,139 TCRs. Task: Binary Classification. Given a T-cell receptor sequence (or CDR3 region) and an epitope sequence, predict whether binding occurs between them. (1) The epitope is SEVGPEHSLAEY. The TCR CDR3 sequence is CASRTLAGPNTGELFF. Result: 0 (the TCR does not bind to the epitope). (2) The epitope is LLWNGPMAV. The TCR CDR3 sequence is CASSHRDSRNEQFF. Result: 0 (the TCR does not bind to the epitope). (3) The epitope is LVLSVNPYV. The TCR CDR3 sequence is CSVERAGLAGGYEQYF. Result: 0 (the TCR does not bind to the epitope). (4) The epitope is TFYLTNDVSFL. The TCR CDR3 sequence is CSVSPRGRYNEQFF. Result: 0 (the TCR does not bind to the epitope). (5) The epitope is NLNESLIDL. The TCR CDR3 sequence is CASSQDAKQPQHF. Result: 1 (the TCR binds to the epitope).